This data is from Full USPTO retrosynthesis dataset with 1.9M reactions from patents (1976-2016). The task is: Predict the reactants needed to synthesize the given product. (1) Given the product [CH3:31][S:30][CH2:29][C:24]1[CH:25]=[CH:26][CH:27]=[C:28]2[C:23]=1[NH:22][CH:21]=[C:20]2[CH:9]([C:10]1[CH:19]=[CH:18][C:17]2[C:12](=[CH:13][CH:14]=[CH:15][CH:16]=2)[CH:11]=1)[CH2:5][C:4]([O:3][CH2:2][CH3:1])=[O:32], predict the reactants needed to synthesize it. The reactants are: [CH3:1][C:2]1(C)OC(=O)[CH:5]([CH:9]([C:20]2[C:28]3[C:23](=[C:24]([CH2:29][S:30][CH3:31])[CH:25]=[CH:26][CH:27]=3)[NH:22][CH:21]=2)[C:10]2[CH:19]=[CH:18][C:17]3[C:12](=[CH:13][CH:14]=[CH:15][CH:16]=3)[CH:11]=2)[C:4](=[O:32])[O:3]1. (2) Given the product [F:23][C:18]([F:24])([C:19]([F:22])([F:21])[F:20])[C:17]([C:2]1[CH:7]=[CH:6][C:5]([F:8])=[CH:4][CH:3]=1)=[O:16], predict the reactants needed to synthesize it. The reactants are: Br[C:2]1[CH:7]=[CH:6][C:5]([F:8])=[CH:4][CH:3]=1.[Li]CCCC.C([O:16][C:17](=O)[C:18]([F:24])([F:23])[C:19]([F:22])([F:21])[F:20])C.[NH4+].[Cl-]. (3) Given the product [CH3:32][O:31][C:26]1[CH:27]=[CH:28][CH:29]=[CH:30][C:25]=1[CH:2]1[C:10]2[C:5](=[CH:6][CH:7]=[CH:8][CH:9]=2)[CH:4]([C:11]2[CH:16]=[CH:15][C:14]3[O:17][CH2:18][O:19][C:13]=3[CH:12]=2)[CH:3]1[C:20]([OH:22])=[O:21], predict the reactants needed to synthesize it. The reactants are: O[C:2]1([C:25]2[CH:30]=[CH:29][CH:28]=[CH:27][C:26]=2[O:31][CH3:32])[C:10]2[C:5](=[CH:6][CH:7]=[CH:8][CH:9]=2)[C:4]([C:11]2[CH:16]=[CH:15][C:14]3[O:17][CH2:18][O:19][C:13]=3[CH:12]=2)=[C:3]1[C:20]([O:22]CC)=[O:21].[Mg].BrC1C=CC=CC=1OC.COC1C=CC=CC=1[Mg]Br.C1OC2C=CC(C3C4C(=CC=CC=4)C(=O)C=3C(OCC)=O)=CC=2O1. (4) Given the product [CH3:41][O:42][CH2:43][C:44]1[CH:45]=[CH:46][C:47]([O:52][C:53]([F:54])([F:55])[F:56])=[C:48]([CH:49]=1)[CH2:50][NH:51][C:36](=[O:37])[NH:1][C:2]1[N:6]([C:7]2[CH:12]=[CH:11][CH:10]=[CH:9][CH:8]=2)[N:5]=[C:4]([O:13][CH2:14][C@H:15]2[CH2:18][CH2:17][N:16]2[C:19]([O:21][C:22]([CH3:23])([CH3:25])[CH3:24])=[O:20])[C:3]=1[CH3:26], predict the reactants needed to synthesize it. The reactants are: [NH2:1][C:2]1[N:6]([C:7]2[CH:12]=[CH:11][CH:10]=[CH:9][CH:8]=2)[N:5]=[C:4]([O:13][CH2:14][C@H:15]2[CH2:18][CH2:17][N:16]2[C:19]([O:21][C:22]([CH3:25])([CH3:24])[CH3:23])=[O:20])[C:3]=1[CH3:26].C1(C2C=CC([CH2:36][O:37]C)=CC=2CN)CC1.[CH3:41][O:42][CH2:43][C:44]1[CH:45]=[CH:46][C:47]([O:52][C:53]([F:56])([F:55])[F:54])=[C:48]([CH2:50][NH2:51])[CH:49]=1. (5) Given the product [Br:29][C:30]1[CH:31]=[C:32]2[C:36](=[CH:37][CH:38]=1)[NH:35][C:34]([C:48]([NH2:61])=[O:50])=[C:33]2[S:53]([N:7]([CH3:8])[CH:6]1[CH2:24][CH2:23][O:22][CH2:20]1)(=[O:54])=[O:55], predict the reactants needed to synthesize it. The reactants are: ClC1C=C2[C:8](=CC=1)[N:7](S(C1C=CC=CC=1)(=O)=O)[C:6]([C:20]([O:22][CH2:23][CH3:24])=O)=C2S(Cl)(=O)=O.[Br:29][C:30]1[CH:31]=[C:32]2[C:36](=[CH:37][CH:38]=1)[N:35](S(C1C=CC=CC=1)(=O)=O)[C:34]([C:48]([O:50]CC)=O)=[C:33]2[S:53](Cl)(=[O:55])=[O:54].Cl.CN.C[NH:61]C1CCOC1. (6) Given the product [CH:1]1([NH:6][C:7]2[N:12]3[N:13]=[C:14]([C:19]4[CH:20]=[CH:21][C:22]([F:25])=[CH:23][CH:24]=4)[C:15]([C:16](=[O:18])[CH:17]=[CH:31][N:32]([CH3:34])[CH3:33])=[C:11]3[CH:10]=[CH:9][N:8]=2)[CH2:2][CH2:3][CH2:4][CH2:5]1, predict the reactants needed to synthesize it. The reactants are: [CH:1]1([NH:6][C:7]2[N:12]3[N:13]=[C:14]([C:19]4[CH:24]=[CH:23][C:22]([F:25])=[CH:21][CH:20]=4)[C:15]([C:16](=[O:18])[CH3:17])=[C:11]3[CH:10]=[CH:9][N:8]=2)[CH2:5][CH2:4][CH2:3][CH2:2]1.C(O[CH:31](OC(C)(C)C)[N:32]([CH3:34])[CH3:33])(C)(C)C.